From a dataset of Forward reaction prediction with 1.9M reactions from USPTO patents (1976-2016). Predict the product of the given reaction. (1) Given the reactants Br[CH2:2][C:3]1[CH:12]=[CH:11][C:6]([C:7]([O:9][CH3:10])=[O:8])=[CH:5][C:4]=1[C:13]([F:16])([F:15])[F:14].Cl.Cl.[CH3:19][N:20]([CH3:27])[C@@H:21]1[CH2:26][CH2:25][CH2:24][NH:23][CH2:22]1.C([O-])([O-])=O.[Cs+].[Cs+].O, predict the reaction product. The product is: [CH3:19][N:20]([CH3:27])[C@@H:21]1[CH2:26][CH2:25][CH2:24][N:23]([CH2:2][C:3]2[CH:12]=[CH:11][C:6]([C:7]([O:9][CH3:10])=[O:8])=[CH:5][C:4]=2[C:13]([F:16])([F:15])[F:14])[CH2:22]1. (2) Given the reactants [NH2:1][NH:2][C:3]([C:5]1[C:10]([Br:11])=[CH:9][CH:8]=[CH:7][N:6]=1)=[NH:4].[CH2:12]([N:14]([CH2:24][CH3:25])[C:15]1[CH:22]=[CH:21][C:18]([CH:19]=O)=[C:17]([OH:23])[CH:16]=1)[CH3:13], predict the reaction product. The product is: [Br:11][C:10]1[C:5]([C:3]2[N:4]=[C:19]([C:18]3[CH:21]=[CH:22][C:15]([N:14]([CH2:24][CH3:25])[CH2:12][CH3:13])=[CH:16][C:17]=3[OH:23])[NH:1][N:2]=2)=[N:6][CH:7]=[CH:8][CH:9]=1. (3) Given the reactants [F:1][C:2]([F:35])([F:34])[C:3]1[CH:4]=[C:5]([CH:27]=[C:28]([C:30]([F:33])([F:32])[F:31])[CH:29]=1)[CH2:6][N:7]([C:21]1[N:22]=[N:23][N:24]([CH3:26])[N:25]=1)[C@@H:8]1[C:14]2[CH:15]=[C:16]([CH3:20])[CH:17]=[C:18]([CH3:19])[C:13]=2[NH:12][CH2:11][CH2:10][CH2:9]1.[Na].[CH:37]([C@H:39]1[CH2:44][CH2:43][C@H:42]([C:45]([O-:47])=[O:46])[CH2:41][CH2:40]1)=O.[NH4+].[Cl-].[C:50]1(C)C=CC=CC=1, predict the reaction product. The product is: [CH3:50][O:47][C:45]([C@H:42]1[CH2:43][CH2:44][C@H:39]([CH2:37][N:12]2[C:13]3[C:18]([CH3:19])=[CH:17][C:16]([CH3:20])=[CH:15][C:14]=3[C@@H:8]([N:7]([CH2:6][C:5]3[CH:27]=[C:28]([C:30]([F:33])([F:32])[F:31])[CH:29]=[C:3]([C:2]([F:34])([F:1])[F:35])[CH:4]=3)[C:21]3[N:22]=[N:23][N:24]([CH3:26])[N:25]=3)[CH2:9][CH2:10][CH2:11]2)[CH2:40][CH2:41]1)=[O:46]. (4) The product is: [CH3:17][C:10]([C:2]1[NH:1][C:9]2[C:4]([CH:3]=1)=[CH:5][C:6]([N+:18]([O-:20])=[O:19])=[CH:7][CH:8]=2)([CH3:16])[C:11]([O:13][CH2:14][CH3:15])=[O:12]. Given the reactants [NH:1]1[C:9]2[C:4](=[CH:5][CH:6]=[CH:7][CH:8]=2)[CH:3]=[C:2]1[C:10]([CH3:17])([CH3:16])[C:11]([O:13][CH2:14][CH3:15])=[O:12].[N+:18]([O-])([O-:20])=[O:19].[Na+], predict the reaction product.